This data is from Experimentally validated miRNA-target interactions with 360,000+ pairs, plus equal number of negative samples. The task is: Binary Classification. Given a miRNA mature sequence and a target amino acid sequence, predict their likelihood of interaction. (1) The miRNA is hsa-miR-4795-5p with sequence AGAAGUGGCUAAUAAUAUUGA. The protein sequence of the target gene is MEAEPPLYPMAGAAGPQGDEDLLGVPDGPEAPLDELVGAYPNYNEEEEERRYYRRKRLGVLKNVLAASAGGMLTYGVYLGLLQMQLILHYDETYREVKYGNMGLPDIDSKMLMGINVTPIAALLYTPVLIRFFGTKWMMFLAVGIYALFVSTNYWERYYTLVPSAVALGMAIVPLWASMGNYITRMAQKYHEYSHYKEQDGQGMKQRPPRGSHAPYLLVFQAIFYSFFHLSFACAQLPMIYFLNHYLYDLNHTLYNVQSCGTNSHGILSGFNKTVLRTLPRSGNLIVVESVLMAVAFLAM.... Result: 0 (no interaction). (2) The miRNA is mmu-miR-1199-5p with sequence UCUGAGUCCCGGUCGCGCGG. The protein sequence of the target gene is MSSLGASFVQIKFDDLQFFENCGGGSFGSVYRAKWISQDKEVAVKKLLKIEKEAEILSVLSHRNIIQFYGVILEPPNYGIVTEYASLGSLYDYINSNRSEEMDMEHIMTWATDVAKGMHYLHMEAPVKVIHRDLKSRNVVIAADGVLKICDFGASRFHNHTTHMSLVGTFPWMAPEVIQSLPVSETCDTYSYGVVLWEMLTREVPFKGLEGLQVAWLVVEKNERLTIPSSCPRSFAELLHQCWEADAKKRPSFKQIISILESMSNDTNLPDQCNSFLHNKAEWRCEIEATLERLKKLERD.... Result: 1 (interaction). (3) The miRNA is hsa-miR-187-5p with sequence GGCUACAACACAGGACCCGGGC. The protein sequence of the target gene is MVCGGFACSKNCLCALNLLYTLVSLLLIGIAAWGIGFGLISSLRVVGVVIAVGIFLFLIALVGLIGAVKHHQVLLFFYMIILLLVFIVQFSVSCACLALNQEQQGQLLEVGWNNTASARNDIQRNLNCCGFRSVNPNDTCLASCVKSDHSCSPCAPIIGEYAGEVLRFVGGIGLFFSFTEILGVWLTYRYRNQKDPRANPSAFL. Result: 1 (interaction). (4) The miRNA is hsa-miR-4700-3p with sequence CACAGGACUGACUCCUCACCCCAGUG. The protein sequence of the target gene is MEDCNVHSAASILASVKEQEARFERLTRALEQERRHVALQLERAQQPGMVSGGMGSGQPLPMAWQQLVLQEQSPGSQASLATMPEAPDVLEETVTVEEDPGTPTSHVSIVTSEDGTTRRTETKVTKTVKTVTTRTVRQVPVGPDGLPLLDGGPPLGPFADGALDRHFLLRGGGPVATLSRAYLSSGGGFPEGPEPRDSPSYGSLSRGLGMRPPRAGPLGPGPGDGCFTLPGHREAFPVGPEPGPPGGRSLPERFQAEPYGLEDDTRSLAADDEGGPELEPDYGTATRRRPECGRGLHTRA.... Result: 0 (no interaction).